Dataset: Catalyst prediction with 721,799 reactions and 888 catalyst types from USPTO. Task: Predict which catalyst facilitates the given reaction. (1) Reactant: [CH2:1]([O:8][C:9]([C:11]1[CH:16]=[CH:15][C:14]([OH:17])=[C:13]([C:18]([O:20][CH2:21][C:22]2[CH:27]=[CH:26][CH:25]=[CH:24][CH:23]=2)=[O:19])[CH:12]=1)=[O:10])[C:2]1[CH:7]=[CH:6][CH:5]=[CH:4][CH:3]=1.C(=O)([O-])[O-].[K+].[K+].[CH3:34][O:35][C:36](=[O:39])[CH2:37]Br. Product: [CH2:1]([O:8][C:9](=[O:10])[C:11]1[CH:16]=[CH:15][C:14]([O:17][CH2:37][C:36]([O:35][CH3:34])=[O:39])=[C:13]([C:18]([O:20][CH2:21][C:22]2[CH:27]=[CH:26][CH:25]=[CH:24][CH:23]=2)=[O:19])[CH:12]=1)[C:2]1[CH:3]=[CH:4][CH:5]=[CH:6][CH:7]=1. The catalyst class is: 39. (2) Reactant: C([O-])=[O:2].[Cs+].Br[CH2:6][C:7]([C:9]1[C:22]2[C:23]3=[C:24]4[C:19](=[CH:20][CH:21]=2)[CH:18]=[CH:17][CH:16]=[C:15]4[CH:14]=[CH:13][C:12]3=[CH:11][CH:10]=1)=[O:8]. The catalyst class is: 5. Product: [OH:2][CH2:6][C:7]([C:9]1[C:22]2[C:23]3=[C:24]4[C:19](=[CH:20][CH:21]=2)[CH:18]=[CH:17][CH:16]=[C:15]4[CH:14]=[CH:13][C:12]3=[CH:11][CH:10]=1)=[O:8].